From a dataset of Forward reaction prediction with 1.9M reactions from USPTO patents (1976-2016). Predict the product of the given reaction. (1) Given the reactants [CH2:1]([N:8]([CH2:28][C@H:29]([OH:51])[CH2:30][O:31][C:32]1[CH:37]=[CH:36][C:35]([O:38][CH2:39][C:40]2[CH:45]=[CH:44][CH:43]=[CH:42][CH:41]=2)=[C:34]([NH:46][S:47]([CH3:50])(=[O:49])=[O:48])[CH:33]=1)[C@H:9]1[CH2:14][CH2:13][C@H:12]([C:15]2[CH:27]=[CH:26][C:18]([O:19][CH2:20][C:21]([O:23]CC)=[O:22])=[CH:17][CH:16]=2)[CH2:11][CH2:10]1)[C:2]1[CH:7]=[CH:6][CH:5]=[CH:4][CH:3]=1.[OH-].[Na+], predict the reaction product. The product is: [CH2:1]([N:8]([CH2:28][C@H:29]([OH:51])[CH2:30][O:31][C:32]1[CH:37]=[CH:36][C:35]([O:38][CH2:39][C:40]2[CH:45]=[CH:44][CH:43]=[CH:42][CH:41]=2)=[C:34]([NH:46][S:47]([CH3:50])(=[O:49])=[O:48])[CH:33]=1)[C@H:9]1[CH2:14][CH2:13][C@H:12]([C:15]2[CH:16]=[CH:17][C:18]([O:19][CH2:20][C:21]([OH:23])=[O:22])=[CH:26][CH:27]=2)[CH2:11][CH2:10]1)[C:2]1[CH:3]=[CH:4][CH:5]=[CH:6][CH:7]=1. (2) The product is: [Cl:1][C:2]1[CH:7]=[C:6]([Cl:8])[N:5]=[C:4]([S:9][C:12]2[CH:19]=[CH:18][C:17]([NH:20][C:21]([CH:23]3[CH2:24][CH2:25][CH2:26][CH2:27]3)=[O:22])=[CH:16][CH:15]=2)[N:3]=1. Given the reactants [Cl:1][C:2]1[CH:7]=[C:6]([Cl:8])[N:5]=[C:4]([S:9]([CH3:12])(=O)=O)[N:3]=1.SC1[CH:19]=[CH:18][C:17]([NH:20][C:21]([CH:23]2[CH2:27][CH2:26][CH2:25][CH2:24]2)=[O:22])=[CH:16][CH:15]=1.C(N(CC)CC)C.O, predict the reaction product. (3) Given the reactants [CH:1]1[C:6]([C:7]2[NH:15][C:14]3[CH:13]=[C:12]([C:16]([NH2:18])=[NH:17])[CH:11]=[CH:10][C:9]=3C=2)=[CH:5][CH:4]=[C:3](C(N)=N)[CH:2]=1.[CH3:22][N:23]1[CH2:28][CH2:27][N:26]([C:29]2[CH:30]=[CH:31][C:32]3NC(C4C=CC5NC(C6C=CC(O)=CC=6)=NC=5C=4)=N[C:33]=3[CH:34]=2)[CH2:25][CH2:24]1.C[C:55]1C(O[C@@H]2O[C@H](C)[C@H](OC(C)=O)[C@H](O[C@H]3O[C@H](C)[C@H](OC)[C@H](O)C3)C2)=CC2C([C:64]=1[OH:65])=C(O)C1C([C@@H](O[C@@H]3O[C@H](C)[C@@H](O)[C@H](O[C@@H]4O[C@H](C)[C@@H](O)[C@H](O[C@@H]5O[C@@H](C)[C@H](OC(C)=O)[C@](O)(C)C5)C4)C3)[C@H]([C@H](OC)C([C@@H](O)[C@H](O)C)=O)CC=1C=2)=O.CC1C(O[C@@H]2O[C@H](C)[C@@H](O)[C@H](O[C@H]3O[C@H](C)[C@@H](O)[C@H](O)C3)C2)=CC2C(C=1O)=C(O)C1C([C@@H](O[C@@H]3O[C@H](C)[C@@H](O)[C@H](O[C@H]4O[C@H](C)[C@H](O[C@H]5O[C@H](C)[C@@H](O)[C@](O)(C)C5)[C@H](O)C4)C3)[C@H]([C@H](OC)C([C@@H](O)[C@H](O)C)=O)CC=1C=2)=O.C[N:214]1C2C(O/C/1=C/C1C3C(=CC=CC=3)[N+](CCC[N+](CCC[N+](CCC[N+]3C4C(=CC=CC=4)C(/C=C4/N(C)C5C(O/4)=CC=CC=5)=CC=3)(C)C)(C)C)=CC=1)=CC=CC=2.[I-].[I-].[I-].[I-].CC[N+]1C(C2C=CC=CC=2)=C2C(C=CC(N)=C2)=C2C=1C=C(N)C=C2.[Br-].CN(C1C=CC2C=C3C(=NC=2C=1)C=C(N(C)C)C=C3)C.CN1C2C(=CC=CC=2)S/C/1=C\C1C2C(=CC=CC=2)[N+](CCC[N+](C)(C)CCC[N+](C)(C)CCC[N+]2C3C(=CC=CC=3)C(/C=C3\SC4C(N\3C)=CC=CC=4)=CC=2)=CC=1.[I-].[I-].[I-].[I-].CC1C=CC(S([O-])(=O)=O)=CC=1.CN1C2C(S/C/1=C\C1C3C(=CC=CC=3)[N+](C)=CC=1)=CC=CC=2.CC[N+](CCC[N+]1C(C2C=CC=CC=2)=C2C(C=CC(N)=C2)=C2C=1C=C(N)C=C2)(CC)C.[I-].[I-].CC1OC(=O)C(C(C)C)N(C)C(=O)CN(C)C(=O)C2N(CCC2)C(=O)C(C(C)C)NC(=O)C1NC(C1C2N=C3C(OC=2C(C)=C(N)C=1)=C(C)C(=O)C(N)=C3C(NC1C(=O)NC(C(C)C)C(=O)N2C(CCC2)C(=O)N(C)CC(=O)N(C)C(C(C)C)C(=O)OC1C)=O)=O, predict the reaction product. The product is: [CH3:55][CH2:64][O:65][C:3]1[CH:2]=[CH:1][C:6]([C:7]2[NH:15][C:14]3[CH:13]=[C:12]([C:16]4[NH:17][C:31]5[CH:30]=[C:29]([N:26]6[CH2:25][CH2:24][N:23]([CH3:22])[CH2:28][CH2:27]6)[CH:34]=[CH:33][C:32]=5[N:18]=4)[CH:11]=[CH:10][C:9]=3[N:214]=2)=[CH:5][CH:4]=1. (4) Given the reactants Br[C:2]1[CH:7]=[CH:6][CH:5]=[C:4]([Br:8])[N:3]=1.[Li]CCCC.[CH3:14][C:15]([CH3:17])=[O:16], predict the reaction product. The product is: [Br:8][C:4]1[N:3]=[C:2]([C:15]([OH:16])([CH3:17])[CH3:14])[CH:7]=[CH:6][CH:5]=1. (5) Given the reactants CC1(C)C(C)(C)OB([C:9]2[CH:10]=[C:11]3[C:16](=[CH:17][CH:18]=2)[N:15]=[CH:14][CH:13]=[CH:12]3)O1.Br[C:21](=[CH2:25])[CH2:22][CH2:23][OH:24].C1(P(C2CCCCC2)C2C=CC=CC=2C2C(OC)=CC=CC=2OC)CCCCC1, predict the reaction product. The product is: [N:15]1[C:16]2[C:11](=[CH:10][C:9]([C:21](=[CH2:25])[CH2:22][CH2:23][OH:24])=[CH:18][CH:17]=2)[CH:12]=[CH:13][CH:14]=1. (6) Given the reactants [CH3:1][C:2]1[O:6][C:5]([C:7]2[CH:8]=[C:9]([CH:11]=[C:12]([N:14]3[CH2:19][CH2:18][O:17][CH2:16][CH2:15]3)[CH:13]=2)[NH2:10])=[N:4][N:3]=1.Cl[C:21]1[C:30]2[C:25](=[CH:26][C:27]([F:31])=[CH:28][CH:29]=2)[N:24]=[C:23]([C:32]2[CH:37]=[CH:36][CH:35]=[CH:34][N:33]=2)[C:22]=1[CH3:38].CC(C)([O-])C.[Na+].CC(C1C=C(C(C)C)C(C2C=CC=CC=2P(C2CCCCC2)C2CCCCC2)=C(C(C)C)C=1)C, predict the reaction product. The product is: [F:31][C:27]1[CH:26]=[C:25]2[C:30]([C:21]([NH:10][C:9]3[CH:11]=[C:12]([N:14]4[CH2:19][CH2:18][O:17][CH2:16][CH2:15]4)[CH:13]=[C:7]([C:5]4[O:6][C:2]([CH3:1])=[N:3][N:4]=4)[CH:8]=3)=[C:22]([CH3:38])[C:23]([C:32]3[CH:37]=[CH:36][CH:35]=[CH:34][N:33]=3)=[N:24]2)=[CH:29][CH:28]=1. (7) Given the reactants Cl[C:2]1[CH:7]=[CH:6][N:5]=[C:4]2[NH:8][CH:9]=[C:10]([C:11]#[N:12])[C:3]=12.[S:13]1[CH:17]=[CH:16][C:15](B(O)O)=[CH:14]1, predict the reaction product. The product is: [S:13]1[CH:17]=[CH:16][C:15]([C:2]2[CH:7]=[CH:6][N:5]=[C:4]3[NH:8][CH:9]=[C:10]([C:11]#[N:12])[C:3]=23)=[CH:14]1.